Dataset: Catalyst prediction with 721,799 reactions and 888 catalyst types from USPTO. Task: Predict which catalyst facilitates the given reaction. (1) Reactant: [CH3:1][C:2]1[CH:7]=[CH:6][C:5]([S:8](Cl)(=[O:10])=[O:9])=[CH:4][CH:3]=1.CCN(CC)CC.[F:19][C:20]([F:24])([F:23])[CH2:21][OH:22].O. Product: [CH3:1][C:2]1[CH:7]=[CH:6][C:5]([S:8]([O:22][CH2:21][C:20]([F:24])([F:23])[F:19])(=[O:10])=[O:9])=[CH:4][CH:3]=1. The catalyst class is: 2. (2) Reactant: [CH3:1][O:2][C:3]1[CH:4]=[C:5]([NH2:15])[CH:6]=[CH:7][C:8]=1[N:9]1[CH:13]=[C:12]([CH3:14])[N:11]=[CH:10]1.[C:16](N1C=CC=CC1=O)(N1C=CC=CC1=O)=[S:17]. Product: [N:15]([C:5]1[CH:6]=[CH:7][C:8]([N:9]2[CH:13]=[C:12]([CH3:14])[N:11]=[CH:10]2)=[C:3]([O:2][CH3:1])[CH:4]=1)=[C:16]=[S:17]. The catalyst class is: 4. (3) Reactant: Cl[C:2]1[N:3]=[N:4][C:5](Cl)=[CH:6][C:7]=1[CH:8]([N:11]1[C:19](=[O:20])[C:18]2[C:13](=[CH:14][CH:15]=[CH:16][CH:17]=2)[C:12]1=[O:21])[CH2:9][CH3:10].C(N(CC)CC)C.[H][H]. Product: [N:4]1[CH:5]=[CH:6][C:7]([CH:8]([N:11]2[C:19](=[O:20])[C:18]3[C:13](=[CH:14][CH:15]=[CH:16][CH:17]=3)[C:12]2=[O:21])[CH2:9][CH3:10])=[CH:2][N:3]=1. The catalyst class is: 457. (4) Reactant: Cl[CH2:2][C:3]([N:5]([CH2:26][CH3:27])[C:6]1[CH:11]=[C:10]([O:12][CH3:13])[CH:9]=[CH:8][C:7]=1[CH:14]1[CH2:23][CH2:22][C:21]2[C:16](=[CH:17][CH:18]=[C:19]([O:24][CH3:25])[CH:20]=2)[CH2:15]1)=[O:4].[NH:28]1[CH2:33][CH2:32][CH2:31][CH2:30][CH2:29]1.C(=O)([O-])[O-].[K+].[K+].C(=O)(O)[O-].[Na+]. Product: [CH2:26]([N:5]([C:6]1[CH:11]=[C:10]([O:12][CH3:13])[CH:9]=[CH:8][C:7]=1[CH:14]1[CH2:23][CH2:22][C:21]2[C:16](=[CH:17][CH:18]=[C:19]([O:24][CH3:25])[CH:20]=2)[CH2:15]1)[C:3](=[O:4])[CH2:2][N:28]1[CH2:33][CH2:32][CH2:31][CH2:30][CH2:29]1)[CH3:27]. The catalyst class is: 9. (5) Reactant: [H-].[Na+].[F:3][C:4]1[CH:9]=[CH:8][CH:7]=[CH:6][C:5]=1[OH:10].[Cl:11][C:12]1[CH:17]=[C:16](Cl)[N:15]=[CH:14][N:13]=1.O. Product: [Cl:11][C:12]1[CH:17]=[C:16]([O:10][C:5]2[CH:6]=[CH:7][CH:8]=[CH:9][C:4]=2[F:3])[N:15]=[CH:14][N:13]=1. The catalyst class is: 56. (6) Reactant: [O:1]1[C:6](=[O:7])[CH2:5][CH2:4][CH2:3][C:2]1=[O:8].[NH:9]([C:11]([O:13][C:14]([CH3:17])([CH3:16])[CH3:15])=[O:12])[NH2:10]. Product: [C:14]([O:13][C:11]([NH:9][NH:10][C:2](=[O:8])[CH2:3][CH2:4][CH2:5][C:6]([OH:1])=[O:7])=[O:12])([CH3:17])([CH3:16])[CH3:15]. The catalyst class is: 2. (7) Product: [C:27]([O:30][CH2:31][C:32]1[C:33]([N:47]2[CH2:59][CH2:58][N:50]3[C:51]4[CH2:52][CH2:53][CH2:54][CH2:55][C:56]=4[CH:57]=[C:49]3[C:48]2=[O:60])=[N:34][CH:35]=[CH:36][C:37]=1[C:2]1[CH:3]=[C:4]([NH:10][C:11]2[CH:26]=[C:14]3[CH2:15][N:16]([C:19]([O:21][C:22]([CH3:25])([CH3:24])[CH3:23])=[O:20])[CH2:17][CH2:18][N:13]3[N:12]=2)[C:5](=[O:9])[N:6]([CH3:8])[CH:7]=1)(=[O:29])[CH3:28]. The catalyst class is: 379. Reactant: Br[C:2]1[CH:3]=[C:4]([NH:10][C:11]2[CH:26]=[C:14]3[CH2:15][N:16]([C:19]([O:21][C:22]([CH3:25])([CH3:24])[CH3:23])=[O:20])[CH2:17][CH2:18][N:13]3[N:12]=2)[C:5](=[O:9])[N:6]([CH3:8])[CH:7]=1.[C:27]([O:30][CH2:31][C:32]1[C:33]([N:47]2[CH2:59][CH2:58][N:50]3[C:51]4[CH2:52][CH2:53][CH2:54][CH2:55][C:56]=4[CH:57]=[C:49]3[C:48]2=[O:60])=[N:34][CH:35]=[CH:36][C:37]=1B1OC(C)(C)C(C)(C)O1)(=[O:29])[CH3:28].C([O-])(=O)C.[Na+].[O-]P([O-])([O-])=O.[K+].[K+].[K+].